This data is from Forward reaction prediction with 1.9M reactions from USPTO patents (1976-2016). The task is: Predict the product of the given reaction. (1) The product is: [CH2:3]([CH:10]1[CH2:15][CH2:14][CH2:13][CH:12]([Br:1])[C:11]1=[O:16])[C:4]1[CH:9]=[CH:8][CH:7]=[CH:6][CH:5]=1. Given the reactants [Br:1]Br.[CH2:3]([CH:10]1[CH2:15][CH2:14][CH2:13][CH2:12][C:11]1=[O:16])[C:4]1[CH:9]=[CH:8][CH:7]=[CH:6][CH:5]=1, predict the reaction product. (2) The product is: [ClH:1].[ClH:1].[N:2]12[CH2:11][CH:6]3[CH2:7][CH:8]([CH2:10][CH:4]([C@H:5]3[NH:12][C:22]([C:20]3[CH:21]=[C:16]4[CH:15]=[CH:14][S:13][C:17]4=[CH:18][N:19]=3)=[O:23])[CH2:3]1)[CH2:9]2. Given the reactants [ClH:1].[N:2]12[CH2:11][CH:6]3[CH2:7][CH:8]([CH2:10][CH:4]([C@H:5]3[NH2:12])[CH2:3]1)[CH2:9]2.[S:13]1[C:17]2=[CH:18][N:19]=[C:20]([C:22](O)=[O:23])[CH:21]=[C:16]2[CH:15]=[CH:14]1.N, predict the reaction product. (3) Given the reactants [CH:1]1([CH:7]([C:9]2[C:10]([CH2:20][O:21][CH3:22])=[N:11][N:12]([C:14]3[CH:19]=[CH:18][CH:17]=[CH:16][CH:15]=3)[CH:13]=2)O)[CH2:6][CH2:5][CH2:4][CH2:3][CH2:2]1.[NH2:23][C:24]1[CH:29]=[CH:28][C:27]([C:30]([NH:32][CH2:33][CH2:34][C:35]([O:37]CC)=[O:36])=[O:31])=[CH:26][CH:25]=1, predict the reaction product. The product is: [CH:1]1([CH:7]([NH:23][C:24]2[CH:25]=[CH:26][C:27]([C:30]([NH:32][CH2:33][CH2:34][C:35]([OH:37])=[O:36])=[O:31])=[CH:28][CH:29]=2)[C:9]2[C:10]([CH2:20][O:21][CH3:22])=[N:11][N:12]([C:14]3[CH:19]=[CH:18][CH:17]=[CH:16][CH:15]=3)[CH:13]=2)[CH2:6][CH2:5][CH2:4][CH2:3][CH2:2]1.